From a dataset of Forward reaction prediction with 1.9M reactions from USPTO patents (1976-2016). Predict the product of the given reaction. (1) Given the reactants C[Al](C)C.[N:5]1([CH2:11][CH2:12][NH2:13])[CH2:10][CH2:9][O:8][CH2:7][CH2:6]1.[Br:14][C:15]1[CH:16]=[C:17]2[C:23]([C:24](OC)=[O:25])=[CH:22][NH:21][C:18]2=[N:19][CH:20]=1, predict the reaction product. The product is: [Br:14][C:15]1[CH:16]=[C:17]2[C:23]([C:24]([NH:13][CH2:12][CH2:11][N:5]3[CH2:10][CH2:9][O:8][CH2:7][CH2:6]3)=[O:25])=[CH:22][NH:21][C:18]2=[N:19][CH:20]=1. (2) Given the reactants [CH3:1][C:2]1([C:7]2[N:8]=[C:9]([CH2:12][N:13]3[CH:17]=[CH:16][C:15]([NH2:18])=[N:14]3)[S:10][CH:11]=2)[O:6]CCO1.[CH3:19][C:20]1[O:21][C:22]([C:28]2[CH:33]=[CH:32][CH:31]=[C:30]([C:34]([F:37])([F:36])[F:35])[CH:29]=2)=[C:23]([C:25](O)=[O:26])[N:24]=1, predict the reaction product. The product is: [C:2]([C:7]1[N:8]=[C:9]([CH2:12][N:13]2[CH:17]=[CH:16][C:15]([NH:18][C:25]([C:23]3[N:24]=[C:20]([CH3:19])[O:21][C:22]=3[C:28]3[CH:33]=[CH:32][CH:31]=[C:30]([C:34]([F:37])([F:35])[F:36])[CH:29]=3)=[O:26])=[N:14]2)[S:10][CH:11]=1)(=[O:6])[CH3:1]. (3) Given the reactants [OH:1][CH2:2][C:3]1[CH:4]=[CH:5][C:6]([N:9]2[CH:13]=[CH:12][C:11]([CH:14]([C:16]3[CH:28]=[CH:27][C:19]4[N:20]([CH2:24][O:25][CH3:26])[C:21](=[O:23])[S:22][C:18]=4[CH:17]=3)[CH3:15])=[N:10]2)=[N:7][CH:8]=1, predict the reaction product. The product is: [CH3:26][O:25][CH2:24][N:20]1[C:19]2[CH:27]=[CH:28][C:16]([CH:14]([C:11]3[CH:12]=[CH:13][N:9]([C:6]4[N:7]=[CH:8][C:3]([CH:2]=[O:1])=[CH:4][CH:5]=4)[N:10]=3)[CH3:15])=[CH:17][C:18]=2[S:22][C:21]1=[O:23]. (4) Given the reactants [CH2:1]([C@@H:8]1[NH:13][CH2:12][CH2:11][N:10]([C:14]2[CH:19]=[CH:18][C:17]([O:20][CH3:21])=[C:16]([O:22][CH:23]3[CH2:27][CH2:26][CH2:25][CH2:24]3)[CH:15]=2)[CH2:9]1)[C:2]1[CH:7]=[CH:6][CH:5]=[CH:4][CH:3]=1.C[O:29][C:30](=O)[CH2:31][C:32]1[O:36][CH:35]=[N:34][CH:33]=1, predict the reaction product. The product is: [CH2:1]([C@H:8]1[CH2:9][N:10]([C:14]2[CH:19]=[CH:18][C:17]([O:20][CH3:21])=[C:16]([O:22][CH:23]3[CH2:27][CH2:26][CH2:25][CH2:24]3)[CH:15]=2)[CH2:11][CH2:12][N:13]1[C:30](=[O:29])[CH2:31][C:32]1[O:36][CH:35]=[N:34][CH:33]=1)[C:2]1[CH:3]=[CH:4][CH:5]=[CH:6][CH:7]=1. (5) Given the reactants O1[CH2:6][CH2:5][CH2:4][CH2:3][CH:2]1[O:7][C:8]1[CH:9]=[C:10]([C:14]23[CH2:21][CH2:20][C:17]([CH2:22][CH2:23][CH:24]=[O:25])([CH2:18][CH2:19]2)[CH2:16][O:15]3)[CH:11]=[CH:12][CH:13]=1.O1CCCC[CH:27]1OC1C=C(C23CCC(CCO)(CC2)CO3)C=CC=1.O(C1C=C(C23CCC(CCO)(CC2)CO3)C=CC=1)C1C=CC=CC=1, predict the reaction product. The product is: [O:7]([C:8]1[CH:9]=[C:10]([C:14]23[CH2:21][CH2:20][C:17]([CH2:22][CH2:23][CH:24]=[O:25])([CH2:18][CH2:19]2)[CH2:16][O:15]3)[CH:11]=[CH:12][CH:13]=1)[C:2]1[CH:3]=[CH:4][CH:5]=[CH:6][CH:27]=1.